Dataset: Reaction yield outcomes from USPTO patents with 853,638 reactions. Task: Predict the reaction yield, written as a fraction of the theoretical maximum amount of product (1.0 means a 100% yield; for example, 0.34 means a 34% yield). The reactants are [NH2:1][C:2]1[CH:10]=[CH:9][C:8]([Br:11])=[CH:7][C:3]=1[C:4](O)=[O:5].O.[CH:13]([NH2:15])=O. No catalyst specified. The product is [Br:11][C:8]1[CH:7]=[C:3]2[C:2](=[CH:10][CH:9]=1)[N:1]=[CH:13][N:15]=[C:4]2[OH:5]. The yield is 0.950.